Dataset: Forward reaction prediction with 1.9M reactions from USPTO patents (1976-2016). Task: Predict the product of the given reaction. (1) Given the reactants [Cl:1][C:2]1[N:7]=[CH:6][C:5](N)=[CH:4][C:3]=1/[CH:9]=[CH:10]/[C:11]1[CH:16]=[CH:15][N:14]=[CH:13][CH:12]=1.N([O-])=O.[Na+].[Na+].[I-:22].[OH-].[Na+], predict the reaction product. The product is: [Cl:1][C:2]1[C:3](/[CH:9]=[CH:10]/[C:11]2[CH:16]=[CH:15][N:14]=[CH:13][CH:12]=2)=[CH:4][C:5]([I:22])=[CH:6][N:7]=1. (2) Given the reactants [C:1]1([N:7]2[C:11]3[NH:12][C:13](=[O:20])[C:14]([C:16]([CH3:19])([CH3:18])[CH3:17])=[CH:15][C:10]=3[N:9]=[N:8]2)[CH:6]=[CH:5][CH:4]=[CH:3][CH:2]=1.Cl.[CH3:22][N:23]1[C:27]([CH2:28]Cl)=[N:26][CH:25]=[N:24]1.C(=O)([O-])[O-].[Cs+].[Cs+], predict the reaction product. The product is: [CH3:18][C:16]([C:14]1[CH:15]=[C:10]2[N:9]=[N:8][N:7]([C:1]3[CH:2]=[CH:3][CH:4]=[CH:5][CH:6]=3)[C:11]2=[N:12][C:13]=1[O:20][CH2:28][C:27]1[N:23]([CH3:22])[N:24]=[CH:25][N:26]=1)([CH3:17])[CH3:19]. (3) Given the reactants COC1C=CC(C[NH:8][CH2:9][CH2:10][NH:11][C:12]([C:14]2[S:15][CH:16]=[CH:17][C:18]=2[NH:19][C:20]2[CH:25]=[CH:24][N:23]=[C:22]3[NH:26][CH:27]=[CH:28][C:21]=23)=[O:13])=CC=1.[F:31][C:32]([F:43])([F:42])[O:33][C:34]1[CH:41]=[CH:40][C:37]([CH:38]=O)=[CH:36][CH:35]=1, predict the reaction product. The product is: [F:31][C:32]([F:43])([F:42])[O:33][C:34]1[CH:41]=[CH:40][C:37]([CH2:38][NH:8][CH2:9][CH2:10][NH:11][C:12]([C:14]2[S:15][CH:16]=[CH:17][C:18]=2[NH:19][C:20]2[CH:25]=[CH:24][N:23]=[C:22]3[NH:26][CH:27]=[CH:28][C:21]=23)=[O:13])=[CH:36][CH:35]=1.